Dataset: Reaction yield outcomes from USPTO patents with 853,638 reactions. Task: Predict the reaction yield, written as a fraction of the theoretical maximum amount of product (1.0 means a 100% yield; for example, 0.34 means a 34% yield). (1) The reactants are Cl.Cl.[CH3:3][O:4][C:5]1[N:10]=[CH:9][C:8]([N:11]2[CH2:26][CH2:25][C:14]3[N:15]=[CH:16][N:17]=[C:18]([O:19][C@H:20]4[CH2:24][CH2:23][NH:22][CH2:21]4)[C:13]=3[CH2:12]2)=[CH:7][C:6]=1[C:27]([F:30])([F:29])[F:28].Br[C:32]1[CH:37]=[CH:36][CH:35]=[CH:34][N:33]=1.C(N(CC)C(C)C)(C)C. No catalyst specified. The product is [CH3:3][O:4][C:5]1[N:10]=[CH:9][C:8]([N:11]2[CH2:26][CH2:25][C:14]3[N:15]=[CH:16][N:17]=[C:18]([O:19][C@H:20]4[CH2:24][CH2:23][N:22]([C:32]5[CH:37]=[CH:36][CH:35]=[CH:34][N:33]=5)[CH2:21]4)[C:13]=3[CH2:12]2)=[CH:7][C:6]=1[C:27]([F:30])([F:28])[F:29]. The yield is 0.250. (2) The yield is 0.800. The product is [Br:35][C:31]1[CH:30]=[C:29]([CH:25]2[CH2:24][CH:23]([S:9][C:5]3[CH:6]=[CH:7][CH:8]=[C:3]([C:2]([F:1])([F:10])[F:11])[CH:4]=3)[CH2:28][CH2:27][O:26]2)[N:33]([CH3:34])[N:32]=1. The catalyst is CN(C=O)C. The reactants are [F:1][C:2]([F:11])([F:10])[C:3]1[CH:4]=[C:5]([SH:9])[CH:6]=[CH:7][CH:8]=1.C([O-])([O-])=O.[K+].[K+].CS(O[CH:23]1[CH2:28][CH2:27][O:26][CH:25]([C:29]2[N:33]([CH3:34])[N:32]=[C:31]([Br:35])[CH:30]=2)[CH2:24]1)(=O)=O. (3) The reactants are OP(O)(O)=O.[Br:6][C:7]1[CH:12]=[CH:11][C:10]([C:13](O)([CH3:15])[CH3:14])=[C:9]([NH:17][C:18]2[CH:23]=[CH:22][CH:21]=[CH:20][CH:19]=2)[CH:8]=1. The catalyst is C(Cl)Cl. The product is [Br:6][C:7]1[CH:12]=[CH:11][C:10]2[C:13]([CH3:15])([CH3:14])[C:23]3[C:18]([NH:17][C:9]=2[CH:8]=1)=[CH:19][CH:20]=[CH:21][CH:22]=3. The yield is 0.960. (4) The reactants are [C:1]1([C:7]([C:9]2[CH:14]=[CH:13][CH:12]=[CH:11][CH:10]=2)=[CH2:8])[CH:6]=[CH:5][CH:4]=[CH:3][CH:2]=1.[CH:15]1([Si:21](C)([CH3:23])[CH3:22])C=CCC=C1. No catalyst specified. The product is [C:1]1([CH:7]([C:9]2[CH:10]=[CH:11][CH:12]=[CH:13][CH:14]=2)[CH2:8][Si:21]([CH3:23])([CH3:22])[CH3:15])[CH:6]=[CH:5][CH:4]=[CH:3][CH:2]=1. The yield is 0.940. (5) The reactants are [F:1][C:2]1[CH:3]=[C:4]([NH:8][C:9]2[CH:14]=[CH:13][C:12]([C:15]3[C:19]4[CH2:20][C:21]5[S:22][CH:23]=[CH:24][C:25]=5[C:18]=4[N:17](COCC[Si](C)(C)C)[N:16]=3)=[CH:11][CH:10]=2)[CH:5]=[CH:6][CH:7]=1.Cl. The catalyst is CO. The product is [S:22]1[CH:23]=[CH:24][C:25]2[C:18]3[NH:17][N:16]=[C:15]([C:12]4[CH:11]=[CH:10][C:9]([NH:8][C:4]5[CH:5]=[CH:6][CH:7]=[C:2]([F:1])[CH:3]=5)=[CH:14][CH:13]=4)[C:19]=3[CH2:20][C:21]1=2. The yield is 0.790.